The task is: Predict which catalyst facilitates the given reaction.. This data is from Catalyst prediction with 721,799 reactions and 888 catalyst types from USPTO. (1) Reactant: [CH2:1]([Li])[CH2:2][CH2:3][CH3:4].CCCCCC.C(C1C=[N:16][C:17]2[C:22]([CH:23]=1)=[CH:21][CH:20]=[C:19]([NH:24][C:25](=[O:34])[O:26][CH2:27][C:28]1[CH:33]=[CH:32][CH:31]=[CH:30][CH:29]=1)[CH:18]=2)=O. Product: [CH:3]([C:2]1[CH:1]=[N:16][C:17]2[C:22]([CH:23]=1)=[CH:21][CH:20]=[C:19]([NH:24][C:25](=[O:34])[O:26][CH2:27][C:28]1[CH:29]=[CH:30][CH:31]=[CH:32][CH:33]=1)[CH:18]=2)=[CH2:4]. The catalyst class is: 307. (2) Reactant: [Br:1]N1C(=O)CCC1=O.[Cl:9][C:10]1[C:11]([CH3:18])=[CH:12][C:13]([O:16][CH3:17])=[N:14][CH:15]=1.S([O-])([O-])(=O)=S.[Na+].[Na+]. Product: [Br:1][C:12]1[C:13]([O:16][CH3:17])=[N:14][CH:15]=[C:10]([Cl:9])[C:11]=1[CH3:18]. The catalyst class is: 9.